Dataset: Peptide-MHC class I binding affinity with 185,985 pairs from IEDB/IMGT. Task: Regression. Given a peptide amino acid sequence and an MHC pseudo amino acid sequence, predict their binding affinity value. This is MHC class I binding data. (1) The peptide sequence is RVFDKADGK. The MHC is HLA-A11:01 with pseudo-sequence HLA-A11:01. The binding affinity (normalized) is 0.552. (2) The peptide sequence is SSKMFNYFK. The MHC is HLA-B08:01 with pseudo-sequence HLA-B08:01. The binding affinity (normalized) is 0.0847. (3) The peptide sequence is NMVADLWHA. The MHC is HLA-A03:01 with pseudo-sequence HLA-A03:01. The binding affinity (normalized) is 0.0847.